Dataset: Reaction yield outcomes from USPTO patents with 853,638 reactions. Task: Predict the reaction yield, written as a fraction of the theoretical maximum amount of product (1.0 means a 100% yield; for example, 0.34 means a 34% yield). The reactants are [NH:1]([C:3]1[CH:8]=[CH:7][C:6]([C:9]([F:12])([F:11])[F:10])=[CH:5][N:4]=1)[NH2:2].O=[C:14]1[CH2:23][CH2:22][C:21]2[C:16](=[CH:17][CH:18]=[CH:19][CH:20]=2)[CH:15]1[C:24](OCC)=[O:25]. No catalyst specified. The product is [F:11][C:9]([F:12])([F:10])[C:6]1[CH:7]=[CH:8][C:3]([N:1]2[C:24]([OH:25])=[C:15]3[C:14]([CH2:23][CH2:22][C:21]4[CH:20]=[CH:19][CH:18]=[CH:17][C:16]=43)=[N:2]2)=[N:4][CH:5]=1. The yield is 0.200.